This data is from Full USPTO retrosynthesis dataset with 1.9M reactions from patents (1976-2016). The task is: Predict the reactants needed to synthesize the given product. (1) Given the product [CH2:1]([N:8]1[C:16]2[C:11](=[CH:12][C:13]([C:17]([O:26][Si:38]([CH2:43][CH3:44])([CH2:41][CH3:42])[CH2:39][CH3:40])([C:18]([F:19])([F:20])[F:21])[C:22]([F:25])([F:23])[F:24])=[CH:14][CH:15]=2)[CH:10]=[CH:9]1)[C:2]1[CH:3]=[CH:4][CH:5]=[CH:6][CH:7]=1, predict the reactants needed to synthesize it. The reactants are: [CH2:1]([N:8]1[C:16]2[C:11](=[CH:12][C:13]([C:17]([OH:26])([C:22]([F:25])([F:24])[F:23])[C:18]([F:21])([F:20])[F:19])=[CH:14][CH:15]=2)[CH:10]=[CH:9]1)[C:2]1[CH:7]=[CH:6][CH:5]=[CH:4][CH:3]=1.C1CCN2C(=NCCC2)CC1.[Si:38](Cl)([CH2:43][CH3:44])([CH2:41][CH3:42])[CH2:39][CH3:40]. (2) Given the product [N:15]1([CH2:2][CH2:3][CH2:4][CH2:5][CH2:6][CH2:7][CH2:8][CH2:9][CH2:10][CH2:11][CH2:12][CH2:13][OH:14])[CH2:20][CH2:19][O:18][CH2:17][CH2:16]1, predict the reactants needed to synthesize it. The reactants are: Br[CH2:2][CH2:3][CH2:4][CH2:5][CH2:6][CH2:7][CH2:8][CH2:9][CH2:10][CH2:11][CH2:12][CH2:13][OH:14].[NH:15]1[CH2:20][CH2:19][O:18][CH2:17][CH2:16]1.